Task: Regression/Classification. Given a drug SMILES string, predict its absorption, distribution, metabolism, or excretion properties. Task type varies by dataset: regression for continuous measurements (e.g., permeability, clearance, half-life) or binary classification for categorical outcomes (e.g., BBB penetration, CYP inhibition). For this dataset (solubility_aqsoldb), we predict Y.. Dataset: Aqueous solubility values for 9,982 compounds from the AqSolDB database (1) The Y is -3.41 log mol/L. The molecule is CCNc1c([N+](=O)[O-])cc([N+](=O)[O-])cc1[N+](=O)[O-]. (2) The drug is CSCCC(O)C#N. The Y is -0.0765 log mol/L. (3) The molecule is CC(=O)Nc1ccc2c(c1)Cc1ccccc1-2. The Y is -4.24 log mol/L. (4) The molecule is C#CC1(OC(=O)CCCCCC)CCC2C3CCC4=CC(=O)CCC4C3CCC21C. The Y is -6.89 log mol/L. (5) The molecule is C1CSCCS1. The Y is -1.60 log mol/L. (6) The drug is COc1cc2ncnc(N3CCN(C(=S)NCc4ccco4)CC3)c2cc1OC. The Y is -5.63 log mol/L.